From a dataset of Experimentally validated miRNA-target interactions with 360,000+ pairs, plus equal number of negative samples. Binary Classification. Given a miRNA mature sequence and a target amino acid sequence, predict their likelihood of interaction. The miRNA is hsa-miR-3167 with sequence AGGAUUUCAGAAAUACUGGUGU. The protein sequence of the target gene is MASMAAAIAASRSAVMSGNRPLDDRERKRFTYFSSLSPMARKIMQDKEKIREKYGPEWARLPPAQQDEIIDRCLVGPRAPAPRDPGDSEELTRFPGLRGPTGQKVVRFGDEDLTWQDEHSAPFSWETKSQMEFSISALSIQEPSNGTAASEPRPLSKASQGSQALKSSQGSRSSSLDALGPTRKEEEASFWKINAERSRGEGPEAEFQSLTPSQIKSMEKGEKVLPPCYRQEPAPKDREAKVERPSTLRQEQRPLPNVSTERERPQPVQAFSSALHEAAPSQLEGKLPSPDVRQDDGEDT.... Result: 0 (no interaction).